Dataset: Full USPTO retrosynthesis dataset with 1.9M reactions from patents (1976-2016). Task: Predict the reactants needed to synthesize the given product. Given the product [Cl:29][C:30]1[C:35]([O:36][CH3:37])=[C:34]([CH2:38][N:17]2[CH2:18][C:15]3([CH2:26][C:12]([N:9]4[CH2:10][CH2:11][C:6]([CH2:27][CH3:28])([C:4]([O:3][CH2:1][CH3:2])=[O:5])[CH2:7][CH2:8]4)=[N:13][O:14]3)[CH2:16]2)[CH:33]=[C:32]([CH:40]2[CH2:42][CH2:41]2)[C:31]=1[C:43]1[CH:44]=[CH:45][C:46]([F:49])=[CH:47][CH:48]=1, predict the reactants needed to synthesize it. The reactants are: [CH2:1]([O:3][C:4]([C:6]1([CH2:27][CH3:28])[CH2:11][CH2:10][N:9]([C:12]2[CH2:26][C:15]3([CH2:18][N:17](C(OC(C)(C)C)=O)[CH2:16]3)[O:14][N:13]=2)[CH2:8][CH2:7]1)=[O:5])[CH3:2].[Cl:29][C:30]1[C:35]([O:36][CH3:37])=[C:34]([CH:38]=O)[CH:33]=[C:32]([CH:40]2[CH2:42][CH2:41]2)[C:31]=1[C:43]1[CH:48]=[CH:47][C:46]([F:49])=[CH:45][CH:44]=1.